Dataset: Reaction yield outcomes from USPTO patents with 853,638 reactions. Task: Predict the reaction yield, written as a fraction of the theoretical maximum amount of product (1.0 means a 100% yield; for example, 0.34 means a 34% yield). (1) The catalyst is C(Cl)(Cl)(Cl)Cl. The reactants are [CH:1]([C:4]1[CH:9]=[CH:8][C:7]([CH3:10])=[CH:6][C:5]=1[N:11]1[C:15](=[O:16])[CH2:14][S:13]/[C:12]/1=[N:17]\[C:18]([NH:20][CH2:21][CH2:22][C:23]1[CH:28]=[CH:27][C:26]([C:29]2[N:33]=[CH:32][N:31]([C:34]3[CH:39]=[CH:38][C:37]([O:40][C:41]([F:44])([F:43])[F:42])=[CH:36][CH:35]=3)[N:30]=2)=[CH:25][CH:24]=1)=[O:19])([CH3:3])[CH3:2].[Br:45]N1C(=O)CCC1=O.N(C(C)(C)C#N)=NC(C)(C)C#N. The product is [Br:45][CH:22]([C:23]1[CH:24]=[CH:25][C:26]([C:29]2[N:33]=[CH:32][N:31]([C:34]3[CH:35]=[CH:36][C:37]([O:40][C:41]([F:44])([F:43])[F:42])=[CH:38][CH:39]=3)[N:30]=2)=[CH:27][CH:28]=1)[CH2:21][NH:20][C:18](/[N:17]=[C:12]1\[S:13][CH2:14][C:15](=[O:16])[N:11]\1[C:5]1[CH:6]=[C:7]([CH3:10])[CH:8]=[CH:9][C:4]=1[CH:1]([CH3:3])[CH3:2])=[O:19]. The yield is 0.210. (2) The reactants are [Cl:1][C:2]1[C:7]([CH3:8])=[CH:6][C:5]([NH:9][CH:10]2[CH2:15][CH2:14][N:13]([C@H:16]3[CH2:21][CH2:20][C@@H:19]([O:22][CH3:23])[CH2:18][CH2:17]3)[CH2:12][CH2:11]2)=[C:4]([N+:24]([O-])=O)[CH:3]=1.O.NN. The catalyst is C(O)C.[Ni]. The product is [NH2:24][C:4]1[CH:3]=[C:2]([Cl:1])[C:7]([CH3:8])=[CH:6][C:5]=1[NH:9][CH:10]1[CH2:11][CH2:12][N:13]([C@H:16]2[CH2:21][CH2:20][C@@H:19]([O:22][CH3:23])[CH2:18][CH2:17]2)[CH2:14][CH2:15]1. The yield is 0.950. (3) The reactants are Br[C:2]1[C:7]([N:8]2N=CC=N2)=[CH:6][CH:5]=[C:4]([CH3:13])[N:3]=1.[NH:14]1CCC[CH2:15]1.[CH3:19][CH:20]([C:22]1[CH:27]=[C:22]([CH:20](C)[CH3:19])[C:27](C2C=CC=CC=2P(C2CCCCC2)C2CCCCC2)=[C:22]([CH:20](C)[CH3:19])[CH:27]=1)C.C([O-])([O-])=O.[Cs+].[Cs+]. The catalyst is CCOC(C)=O.O.CC([O-])=O.CC([O-])=O.[Pd+2].C1(C)C=CC=CC=1. The product is [CH3:13][C:4]1[N:3]=[C:2]([C:15]#[N:14])[C:7]([N:8]2[CH2:27][CH2:22][CH2:20][CH2:19]2)=[CH:6][CH:5]=1. The yield is 0.270.